This data is from Forward reaction prediction with 1.9M reactions from USPTO patents (1976-2016). The task is: Predict the product of the given reaction. (1) Given the reactants [ClH:1].Cl.[Cl:3][C:4]1C(C2SC3C=CC=C(C(N)=O)C=3C=2)=NC(NCCC2CCN(C)CC2)=NC=1.[CH:32]1([NH:35][C:36]([C:38]2[C:46]3[CH:45]=[C:44]([C:47]4[C:52]([CH3:53])=[CH:51][N:50]=[C:49]([NH:54][CH2:55][CH2:56][N:57]5[CH2:62][CH2:61][NH:60][CH2:59][C@H:58]5[CH3:63])[N:48]=4)[S:43][C:42]=3[CH:41]=[CH:40][CH:39]=2)=[O:37])[CH2:34][CH2:33]1, predict the reaction product. The product is: [ClH:3].[ClH:1].[ClH:3].[CH:32]1([NH:35][C:36]([C:38]2[C:46]3[CH:45]=[C:44]([C:47]4[C:52]([CH3:53])=[CH:51][N:50]=[C:49]([NH:54][CH2:55][CH2:56][N:57]5[CH2:62][CH2:61][N:60]([CH3:4])[CH2:59][C@H:58]5[CH3:63])[N:48]=4)[S:43][C:42]=3[CH:41]=[CH:40][CH:39]=2)=[O:37])[CH2:34][CH2:33]1. (2) Given the reactants [Br:1][C:2]1[CH:10]=[C:9]2[C:5]([C:6]([CH:11]=[O:12])=[CH:7][NH:8]2)=[CH:4][CH:3]=1.[H-].[Na+].[CH3:15][O:16][C:17]1[CH:22]=[CH:21][C:20]([S:23](Cl)(=[O:25])=[O:24])=[CH:19][C:18]=1[CH:27]1[CH2:32][CH2:31][N:30]([C:33](=[O:38])[C:34]([Cl:37])([Cl:36])[Cl:35])[CH2:29][CH2:28]1, predict the reaction product. The product is: [Br:1][C:2]1[CH:10]=[C:9]2[C:5]([C:6]([CH:11]=[O:12])=[CH:7][N:8]2[S:23]([C:20]2[CH:21]=[CH:22][C:17]([O:16][CH3:15])=[C:18]([CH:27]3[CH2:28][CH2:29][N:30]([C:33](=[O:38])[C:34]([Cl:37])([Cl:35])[Cl:36])[CH2:31][CH2:32]3)[CH:19]=2)(=[O:25])=[O:24])=[CH:4][CH:3]=1. (3) Given the reactants C[C@@]1(O)C2C=CC=C(O)C=2C(O)=C2[C@@H]1[C@H](O)[C@@H]1[C@](O)(C2=O)C(O)=[C:9]([C:26](N)=[O:27])C(=O)[C@H]1N(C)C.[O:34]=C[C@@H]([C@H]([C@@H]([C@@H](CO)O)O)O)O.OP([O-])(O)=O.[K+].[Na+].[Cl-].[O-]S([O-])(=O)=O.[Mg+2].[Cl-].[Cl-].[Ca+2].CC1[N+](CC2C=NC(C)=NC=2N)=CSC=1CCO.Cl.[Cl-].C[C:84]1(C)S[C@@H]2[C@H](NC([C@H](N)C3C=CC=CC=3)=O)C(=O)[N:86]2[C@H:85]1[C:103]([OH:105])=[O:104].N.O=O, predict the reaction product. The product is: [C:26]([O:27][CH2:84][C@@H:85]([C:103]([OH:105])=[O:104])[NH2:86])(=[O:34])[CH3:9].